Dataset: Forward reaction prediction with 1.9M reactions from USPTO patents (1976-2016). Task: Predict the product of the given reaction. (1) Given the reactants [Cl:1][C:2]1[CH:3]=[C:4]2[C:8](=[CH:9][CH:10]=1)[N:7]([C:11]1[N:15]([CH3:16])[N:14]=[C:13]([CH3:17])[C:12]=1[CH2:18][OH:19])[CH:6]=[CH:5]2.Cl[S:21]([N:24]=[C:25]=[O:26])(=[O:23])=[O:22].N1C=CC=CC=1.[CH:33]([O:36][CH2:37][CH2:38][NH2:39])([CH3:35])[CH3:34], predict the reaction product. The product is: [CH:33]([O:36][CH2:37][CH2:38][NH:39][S:21]([NH:24][C:25](=[O:26])[O:19][CH2:18][C:12]1[C:13]([CH3:17])=[N:14][N:15]([CH3:16])[C:11]=1[N:7]1[C:8]2[C:4](=[CH:3][C:2]([Cl:1])=[CH:10][CH:9]=2)[CH:5]=[CH:6]1)(=[O:23])=[O:22])([CH3:35])[CH3:34]. (2) Given the reactants [C:1]([NH:4][CH2:5][CH2:6][CH2:7][C@:8]([C@@H:17]1[CH2:22][CH2:21][CH2:20][N:19](C(OC(C)(C)C)=O)[CH2:18]1)([C:10]1[CH:15]=[CH:14][CH:13]=[C:12]([Cl:16])[CH:11]=1)[OH:9])(=[O:3])[CH3:2], predict the reaction product. The product is: [Cl:16][C:12]1[CH:11]=[C:10]([C@@:8]([OH:9])([C@@H:17]2[CH2:22][CH2:21][CH2:20][NH:19][CH2:18]2)[CH2:7][CH2:6][CH2:5][NH:4][C:1](=[O:3])[CH3:2])[CH:15]=[CH:14][CH:13]=1. (3) Given the reactants [Br:1][C:2]1[CH:10]=[CH:9][CH:8]=[C:7]2[C:3]=1[CH:4]([C:12]1[C:17]([OH:18])=[CH:16][CH:15]=[C:14]([O:19][CH3:20])[N:13]=1)[C:5](=[O:11])[NH:6]2.[CH2:21]=[O:22].[OH-].[Na+].[O:25]1[CH2:29]CCC1, predict the reaction product. The product is: [Br:1][C:2]1[CH:10]=[CH:9][CH:8]=[C:7]2[C:3]=1[C:4]([C:12]1[C:17]([OH:18])=[CH:16][CH:15]=[C:14]([O:19][CH3:20])[N:13]=1)([CH2:29][OH:25])[C:5](=[O:11])[N:6]2[CH2:21][OH:22]. (4) Given the reactants COC[N:4]1[C:8]2[CH:9]=[CH:10][C:11]([CH:13]([C:15]3[CH:19]=[CH:18][N:17]([C:20]4[N:25]=[CH:24][C:23]([C:26]([O:28][CH3:29])=[O:27])=[CH:22][CH:21]=4)[N:16]=3)[CH3:14])=[CH:12][C:7]=2[S:6][C:5]1=[O:30].FC(F)(F)C(O)=O.[OH-].[NH4+], predict the reaction product. The product is: [O:30]=[C:5]1[NH:4][C:8]2[CH:9]=[CH:10][C:11]([CH:13]([C:15]3[CH:19]=[CH:18][N:17]([C:20]4[N:25]=[CH:24][C:23]([C:26]([O:28][CH3:29])=[O:27])=[CH:22][CH:21]=4)[N:16]=3)[CH3:14])=[CH:12][C:7]=2[S:6]1. (5) Given the reactants C(O[BH-](OC(=O)C)OC(=O)C)(=O)C.[Na+].[CH:15]([C:17]1[C:25]2[C:20](=[CH:21][CH:22]=[C:23]([NH:26][C:27](=[O:49])[CH2:28][N:29]3[CH:33]=[C:32]([O:34][C:35]4[C:44]5[C:39](=[CH:40][C:41]([O:47][CH3:48])=[C:42]([O:45][CH3:46])[CH:43]=5)[N:38]=[CH:37][N:36]=4)[CH:31]=[N:30]3)[CH:24]=2)[NH:19][C:18]=1[CH3:50])=O.[CH3:51][NH:52][CH3:53], predict the reaction product. The product is: [CH3:51][N:52]([CH2:15][C:17]1[C:25]2[C:20](=[CH:21][CH:22]=[C:23]([NH:26][C:27](=[O:49])[CH2:28][N:29]3[CH:33]=[C:32]([O:34][C:35]4[C:44]5[C:39](=[CH:40][C:41]([O:47][CH3:48])=[C:42]([O:45][CH3:46])[CH:43]=5)[N:38]=[CH:37][N:36]=4)[CH:31]=[N:30]3)[CH:24]=2)[NH:19][C:18]=1[CH3:50])[CH3:53]. (6) Given the reactants [C:1]([CH2:3][C:4]1[CH:5]=[C:6]([CH:9]=[C:10]([CH3:12])[CH:11]=1)[C:7]#[N:8])#[N:2].ClC1[C:19]([C:20]([OH:23])([CH3:22])[CH3:21])=[C:18]([O:24][CH3:25])[N:17]=[C:16]([O:26][CH3:27])N=1.[H-].[Na+].CN(C=[O:34])C, predict the reaction product. The product is: [OH:34][C:3]1([C:4]2[CH:5]=[C:6]([CH:9]=[C:10]([CH3:12])[CH:11]=2)[C:7]#[N:8])[C:1]2[N:2]=[C:16]([O:26][CH3:27])[N:17]=[C:18]([O:24][CH3:25])[C:19]=2[C:20]([CH3:22])([CH3:21])[O:23]1. (7) Given the reactants [OH:1][C:2]1[C:9]([OH:10])=[CH:8][CH:7]=[CH:6][C:3]=1[CH:4]=[O:5].[H-].[Na+].[CH3:13]I, predict the reaction product. The product is: [OH:10][C:9]1[C:2]([O:1][CH3:13])=[C:3]([CH:6]=[CH:7][CH:8]=1)[CH:4]=[O:5]. (8) The product is: [C:18]([O:21][C:22]([NH:1][C@@H:2]([C:11]1[CH:16]=[CH:15][CH:14]=[CH:13][CH:12]=1)[C:3]([F:9])([F:10])[C:4]([O:6][CH2:7][CH3:8])=[O:5])=[O:23])([CH3:20])([CH3:19])[CH3:17]. Given the reactants [NH2:1][C@@H:2]([C:11]1[CH:16]=[CH:15][CH:14]=[CH:13][CH:12]=1)[C:3]([F:10])([F:9])[C:4]([O:6][CH2:7][CH3:8])=[O:5].[CH3:17][C:18]([O:21][C:22](O[C:22]([O:21][C:18]([CH3:20])([CH3:19])[CH3:17])=[O:23])=[O:23])([CH3:20])[CH3:19].C([O-])(O)=O.[Na+], predict the reaction product. (9) Given the reactants [NH2:1][CH2:2][CH:3]1[O:7][C:6](=[O:8])[N:5]([C:9]2[CH:14]=[CH:13][C:12]([CH:15]3[CH2:20][CH2:19][CH:18]([OH:21])[CH2:17][CH2:16]3)=[C:11]([F:22])[CH:10]=2)[CH2:4]1.C(N(CC)CC)C.[F:30][CH:31]([F:37])[C:32](OCC)=[O:33], predict the reaction product. The product is: [F:30][CH:31]([F:37])[C:32]([NH:1][CH2:2][CH:3]1[O:7][C:6](=[O:8])[N:5]([C:9]2[CH:14]=[CH:13][C:12]([CH:15]3[CH2:20][CH2:19][CH:18]([OH:21])[CH2:17][CH2:16]3)=[C:11]([F:22])[CH:10]=2)[CH2:4]1)=[O:33].